The task is: Predict the product of the given reaction.. This data is from Forward reaction prediction with 1.9M reactions from USPTO patents (1976-2016). (1) Given the reactants [CH3:1][C:2]1[CH:7]=[CH:6][C:5]([S:8]([O:11][CH2:12][C:13]2([CH3:24])[CH2:17][C:16]3[CH:18]=[C:19]([Cl:23])[CH:20]=[C:21]([OH:22])[C:15]=3[O:14]2)(=[O:10])=[O:9])=[CH:4][CH:3]=1.[F:25][C:26]([F:39])([F:38])[S:27](O[S:27]([C:26]([F:39])([F:38])[F:25])(=[O:29])=[O:28])(=[O:29])=[O:28].C(N(C(C)C)CC)(C)C.CC1C=CC(S(OCC2CC3C=CC(C4C=CC=CC=4)=CC=3O2)(=O)=O)=CC=1, predict the reaction product. The product is: [CH3:1][C:2]1[CH:7]=[CH:6][C:5]([S:8]([O:11][CH2:12][C:13]2([CH3:24])[CH2:17][C:16]3[CH:18]=[C:19]([Cl:23])[CH:20]=[C:21]([O:22][S:27]([C:26]([F:39])([F:38])[F:25])(=[O:29])=[O:28])[C:15]=3[O:14]2)(=[O:9])=[O:10])=[CH:4][CH:3]=1. (2) Given the reactants [C:1]1([S:7]([N:10]2[C:14]3=[N:15][CH:16]=[C:17]([Cl:19])[CH:18]=[C:13]3[C:12]([CH2:20][C:21]3[CH:22]=[CH:23][C:24]([NH2:27])=[N:25][CH:26]=3)=[CH:11]2)(=[O:9])=[O:8])[CH:6]=[CH:5][CH:4]=[CH:3][CH:2]=1.[CH3:28][O:29][C:30]1[C:35]([CH:36]=O)=[CH:34][CH:33]=[C:32]([O:38][CH3:39])[N:31]=1.C([BH3-])#N.C(=O)([O-])[O-].[K+].[K+], predict the reaction product. The product is: [C:1]1([S:7]([N:10]2[C:14]3=[N:15][CH:16]=[C:17]([Cl:19])[CH:18]=[C:13]3[C:12]([CH2:20][C:21]3[CH:22]=[CH:23][C:24]([NH:27][CH2:36][C:35]4[C:30]([O:29][CH3:28])=[N:31][C:32]([O:38][CH3:39])=[CH:33][CH:34]=4)=[N:25][CH:26]=3)=[CH:11]2)(=[O:9])=[O:8])[CH:6]=[CH:5][CH:4]=[CH:3][CH:2]=1.